Predict which catalyst facilitates the given reaction. From a dataset of Catalyst prediction with 721,799 reactions and 888 catalyst types from USPTO. (1) Reactant: [CH3:1][O:2][C:3]1[CH:14]=[CH:13][C:6]2[NH:7][C:8](=O)[CH2:9][CH2:10][CH2:11][C:5]=2[CH:4]=1.[H-].[H-].[H-].[H-].[Li+].[Al+3].C1COCC1.[O-]S([O-])(=O)=O.[Na+].[Na+]. Product: [CH3:1][O:2][C:3]1[CH:14]=[CH:13][C:6]2[NH:7][CH2:8][CH2:9][CH2:10][CH2:11][C:5]=2[CH:4]=1. The catalyst class is: 12. (2) Reactant: [OH:1][CH:2]1[CH2:7][N:6]([C:8]([O:10][C:11]([CH3:14])([CH3:13])[CH3:12])=[O:9])[CH2:5][CH:4]([C:15]([O:17][CH3:18])=[O:16])[CH2:3]1.CC(OI1(OC(C)=O)(OC(C)=O)OC(=O)C2C=CC=CC1=2)=O.C(=O)([O-])O.[Na+].S([O-])([O-])(=O)=S.[Na+].[Na+]. Product: [O:1]=[C:2]1[CH2:7][N:6]([C:8]([O:10][C:11]([CH3:12])([CH3:13])[CH3:14])=[O:9])[CH2:5][CH:4]([C:15]([O:17][CH3:18])=[O:16])[CH2:3]1. The catalyst class is: 4. (3) Reactant: [CH:1]1[CH:2]=[C:3]([C:29]([F:32])([F:31])[F:30])[CH:4]=[C:5]([O:7][CH2:8][CH:9]([OH:28])/[CH:10]=[CH:11]/[CH:12]2[CH:16]([CH2:17]/[CH:18]=[CH:19]\[CH2:20][CH2:21][CH2:22][C:23]([OH:25])=[O:24])[CH:15]([OH:26])[CH2:14][CH:13]2[OH:27])[CH:6]=1.[CH3:33]O. Product: [OH:27][C@@H:13]1[CH2:14][C@H:15]([OH:26])[C@H:16]([CH2:17]/[CH:18]=[CH:19]\[CH2:20][CH2:21][CH2:22][C:23]([O:25][CH3:33])=[O:24])[C@H:12]1/[CH:11]=[CH:10]/[C@@H:9]([OH:28])[CH2:8][O:7][C:5]1[CH:6]=[CH:1][CH:2]=[C:3]([C:29]([F:31])([F:30])[F:32])[CH:4]=1. The catalyst class is: 52. (4) Reactant: [OH:1][CH2:2][C:3]1[CH:10]=[CH:9][C:6]([CH:7]=[O:8])=[CH:5][CH:4]=1.[CH3:11][C:12]([Si:15](Cl)([CH3:17])[CH3:16])([CH3:14])[CH3:13].N1C=CN=C1. Product: [Si:15]([O:8][CH2:7][C:6]1[CH:9]=[CH:10][C:3]([CH:2]=[O:1])=[CH:4][CH:5]=1)([C:12]([CH3:14])([CH3:13])[CH3:11])([CH3:17])[CH3:16]. The catalyst class is: 3. (5) Reactant: [NH2:1][C:2]1[CH:7]=[CH:6][N:5]=[CH:4][CH:3]=1.[CH:8]1([N:14]=[C:15]=[O:16])[CH2:13][CH2:12][CH2:11][CH2:10][CH2:9]1. Product: [CH:8]1([NH:14][C:15]([NH:1][C:2]2[CH:7]=[CH:6][N:5]=[CH:4][CH:3]=2)=[O:16])[CH2:13][CH2:12][CH2:11][CH2:10][CH2:9]1. The catalyst class is: 11. (6) Reactant: C([NH:5][S:6]([C:9]1[S:10][C:11]([C:14]2[N:15]=[CH:16][N:17]([C:19]3[N:24]=[C:23]([C:25]4[CH:30]=[CH:29][C:28]([C:31]([F:34])([F:33])[F:32])=[C:27]([CH3:35])[CH:26]=4)[CH:22]=[C:21]([C:36]([F:39])([F:38])[F:37])[N:20]=3)[CH:18]=2)=[CH:12][CH:13]=1)(=[O:8])=[O:7])(C)(C)C.C(O)(C(F)(F)F)=O. Product: [CH3:35][C:27]1[CH:26]=[C:25]([C:23]2[CH:22]=[C:21]([C:36]([F:37])([F:38])[F:39])[N:20]=[C:19]([N:17]3[CH:18]=[C:14]([C:11]4[S:10][C:9]([S:6]([NH2:5])(=[O:8])=[O:7])=[CH:13][CH:12]=4)[N:15]=[CH:16]3)[N:24]=2)[CH:30]=[CH:29][C:28]=1[C:31]([F:34])([F:33])[F:32]. The catalyst class is: 4. (7) Reactant: N([C:3]1[N:8]=[C:7]([CH:9]([OH:11])[CH3:10])[CH:6]=[CH:5][N:4]=1)N.[CH2:12](O)C. The catalyst class is: 94. Product: [NH2:8][C:3]1[CH:12]=[C:7]([CH:9]([OH:11])[CH3:10])[CH:6]=[CH:5][N:4]=1. (8) Reactant: N([O-])=[O:2].[Na+].[CH3:5][C:6]1[CH:7]=[CH:8][C:9]2[N+:14]([O-:15])=[N:13][C:12](N)=[N:11][C:10]=2[CH:17]=1. Product: [CH3:5][C:6]1[CH:7]=[CH:8][C:9]2[N+:14]([O-:15])=[N:13][C:12]([OH:2])=[N:11][C:10]=2[CH:17]=1. The catalyst class is: 67.